Task: Predict the reactants needed to synthesize the given product.. Dataset: Full USPTO retrosynthesis dataset with 1.9M reactions from patents (1976-2016) (1) Given the product [Cl:1][C:2]1[CH:3]=[N:4][C:5]2[N:6]([N:8]=[C:9]([C:11]([N:16]3[CH2:17][CH2:18][C:19]4[C:24](=[CH:23][CH:22]=[C:21]([CH3:25])[CH:20]=4)[N:15]3[CH3:14])=[O:13])[CH:10]=2)[CH:7]=1, predict the reactants needed to synthesize it. The reactants are: [Cl:1][C:2]1[CH:3]=[N:4][C:5]2[N:6]([N:8]=[C:9]([C:11]([OH:13])=O)[CH:10]=2)[CH:7]=1.[CH3:14][N:15]1[C:24]2[C:19](=[CH:20][C:21]([CH3:25])=[CH:22][CH:23]=2)[CH2:18][CH2:17][NH:16]1. (2) The reactants are: [Br:1][C:2]1[CH:7]=[CH:6][CH:5]=[CH:4][C:3]=1[S:8][CH2:9][CH:10]1OC=CO1. Given the product [Br:1][C:2]1[C:3]2[S:8][CH:9]=[CH:10][C:4]=2[CH:5]=[CH:6][CH:7]=1, predict the reactants needed to synthesize it. (3) Given the product [CH2:21]([C:10]1([C:13]#[N:14])[CH2:11][CH2:12][N:8]([C:6](=[O:7])[C:5]2[CH:16]=[CH:17][C:2]([F:1])=[CH:3][CH:4]=2)[C:9]1=[O:15])[CH3:22], predict the reactants needed to synthesize it. The reactants are: [F:1][C:2]1[CH:17]=[CH:16][C:5]([C:6]([N:8]2[CH2:12][CH2:11][CH:10]([C:13]#[N:14])[C:9]2=[O:15])=[O:7])=[CH:4][CH:3]=1.[H-].[Na+].I[CH2:21][CH3:22].[Cl-].[NH4+]. (4) Given the product [Cl:2][C:3]1[CH:8]=[C:7]([Cl:9])[C:6]([O:10][CH3:11])=[CH:5][C:4]=1[NH:12][C:13]1[C:22]2[C:17](=[CH:18][C:19]([O:39][CH2:38][CH2:37][O:36][CH2:35][CH2:34][N:28]3[CH2:33][CH2:32][NH:31][CH2:30][CH2:29]3)=[C:20]([O:23][CH3:24])[CH:21]=2)[N:16]=[CH:15][C:14]=1[C:26]#[N:27], predict the reactants needed to synthesize it. The reactants are: [Na].[Cl:2][C:3]1[CH:8]=[C:7]([Cl:9])[C:6]([O:10][CH3:11])=[CH:5][C:4]=1[NH:12][C:13]1[C:22]2[C:17](=[CH:18][C:19](F)=[C:20]([O:23][CH3:24])[CH:21]=2)[N:16]=[CH:15][C:14]=1[C:26]#[N:27].[N:28]1([CH2:34][CH2:35][O:36][CH2:37][CH2:38][OH:39])[CH2:33][CH2:32][NH:31][CH2:30][CH2:29]1. (5) Given the product [CH:27]1([NH:30][C:19]([C:4]2[C:3]([S:22][C:23]([F:24])([F:26])[F:25])=[C:2]([NH2:1])[N:6]([C:7]3[C:12]([Cl:13])=[CH:11][C:10]([C:14]([F:15])([F:16])[F:17])=[CH:9][C:8]=3[Cl:18])[N:5]=2)=[O:20])[CH2:29][CH2:28]1, predict the reactants needed to synthesize it. The reactants are: [NH2:1][C:2]1[N:6]([C:7]2[C:12]([Cl:13])=[CH:11][C:10]([C:14]([F:17])([F:16])[F:15])=[CH:9][C:8]=2[Cl:18])[N:5]=[C:4]([C:19](O)=[O:20])[C:3]=1[S:22][C:23]([F:26])([F:25])[F:24].[CH:27]1([NH2:30])[CH2:29][CH2:28]1. (6) Given the product [CH2:10]([O:9][C:7]([C:5]1[N:6]=[C:2]([NH:71][C:72]2[CH:77]=[CH:76][N:75]=[CH:74][CH:73]=2)[S:3][C:4]=1[NH:12][C:13](=[O:22])[C:14]1[CH:19]=[CH:18][C:17]([O:20][CH3:21])=[CH:16][CH:15]=1)=[O:8])[CH3:11], predict the reactants needed to synthesize it. The reactants are: Br[C:2]1[S:3][C:4]([NH:12][C:13](=[O:22])[C:14]2[CH:19]=[CH:18][C:17]([O:20][CH3:21])=[CH:16][CH:15]=2)=[C:5]([C:7]([O:9][CH2:10][CH3:11])=[O:8])[N:6]=1.CC1(C)C2C(=C(P(C3C=CC=CC=3)C3C=CC=CC=3)C=CC=2)OC2C(P(C3C=CC=CC=3)C3C=CC=CC=3)=CC=CC1=2.C(=O)([O-])[O-].[Cs+].[Cs+].[NH2:71][C:72]1[CH:77]=[CH:76][N:75]=[CH:74][CH:73]=1. (7) Given the product [F:1][C:2]1[CH:3]=[CH:4][C:5]([NH:9][C:10]([C:12]2[C:17]([NH:18][C:21]3[CH:22]=[N:23][CH:24]=[CH:25][CH:26]=3)=[CH:16][CH:15]=[C:14]([CH3:19])[N:13]=2)=[O:11])=[N:6][C:7]=1[CH3:8], predict the reactants needed to synthesize it. The reactants are: [F:1][C:2]1[CH:3]=[CH:4][C:5]([NH:9][C:10]([C:12]2[C:17]([NH2:18])=[CH:16][CH:15]=[C:14]([CH3:19])[N:13]=2)=[O:11])=[N:6][C:7]=1[CH3:8].Br[C:21]1[CH:22]=[N:23][CH:24]=[CH:25][CH:26]=1.